This data is from Forward reaction prediction with 1.9M reactions from USPTO patents (1976-2016). The task is: Predict the product of the given reaction. (1) Given the reactants [Cl:1][C:2]1[CH:10]=[CH:9][CH:8]=[C:7]2[C:3]=1[CH:4]=[CH:5][N:6]2[CH:11]1[CH2:14][O:13][CH2:12]1.[F:15][C:16]([F:27])([F:26])[C:17](O[C:17](=[O:18])[C:16]([F:27])([F:26])[F:15])=[O:18].O, predict the reaction product. The product is: [Cl:1][C:2]1[CH:10]=[CH:9][CH:8]=[C:7]2[C:3]=1[C:4]([C:17](=[O:18])[C:16]([F:27])([F:26])[F:15])=[CH:5][N:6]2[CH:11]1[CH2:14][O:13][CH2:12]1. (2) The product is: [N:1]1([S:7]([NH:10][C:11]([C:13]2[CH2:17][CH:16]([C:18]3[CH:23]=[CH:22][CH:21]=[CH:20][CH:19]=3)[N:15]([C:24]3[CH:29]=[CH:28][C:27]([Cl:30])=[CH:26][CH:25]=3)[N:14]=2)=[N:40][CH3:39])(=[O:9])=[O:8])[CH2:6][CH2:5][CH2:4][CH2:3][CH2:2]1. Given the reactants [N:1]1([S:7]([NH:10][C:11]([C:13]2[CH2:17][CH:16]([C:18]3[CH:23]=[CH:22][CH:21]=[CH:20][CH:19]=3)[N:15]([C:24]3[CH:29]=[CH:28][C:27]([Cl:30])=[CH:26][CH:25]=3)[N:14]=2)=O)(=[O:9])=[O:8])[CH2:6][CH2:5][CH2:4][CH2:3][CH2:2]1.P(Cl)(Cl)(Cl)(Cl)Cl.Cl.C[CH2:39][N:40](C(C)C)C(C)C, predict the reaction product. (3) Given the reactants [C:1]1([S:7]([N:10]2[C:14]3=[N:15][CH:16]=[C:17]([C:19]4[C:23]([C:24]5[CH:29]=[CH:28][N:27]=[C:26](S(C)(=O)=O)[N:25]=5)=[CH:22][N:21]([CH2:34][C:35]#[N:36])[N:20]=4)[CH:18]=[C:13]3[CH:12]=[CH:11]2)(=[O:9])=[O:8])[CH:6]=[CH:5][CH:4]=[CH:3][CH:2]=1.[NH2:37][CH2:38][C@@H:39]([OH:41])[CH3:40], predict the reaction product. The product is: [C:1]1([S:7]([N:10]2[C:14]3=[N:15][CH:16]=[C:17]([C:19]4[C:23]([C:24]5[CH:29]=[CH:28][N:27]=[C:26]([NH:37][CH2:38][C@@H:39]([OH:41])[CH3:40])[N:25]=5)=[CH:22][N:21]([CH2:34][C:35]#[N:36])[N:20]=4)[CH:18]=[C:13]3[CH:12]=[CH:11]2)(=[O:8])=[O:9])[CH:2]=[CH:3][CH:4]=[CH:5][CH:6]=1. (4) Given the reactants C[O:2][C:3]([C@H:5]1[CH2:9][O:8][CH:7]([CH2:10][O:11][C:12](=[O:19])[C:13]2[CH:18]=[CH:17][CH:16]=[CH:15][CH:14]=2)[O:6]1)=[O:4].[OH-].[Li+].S(=O)(=O)(O)O, predict the reaction product. The product is: [C:12]([O:11][CH2:10][C@@H:7]1[O:6][C@@H:5]([C:3]([OH:4])=[O:2])[CH2:9][O:8]1)(=[O:19])[C:13]1[CH:18]=[CH:17][CH:16]=[CH:15][CH:14]=1. (5) Given the reactants [Cl:1][C:2]1[CH:7]=[C:6]([Cl:8])[CH:5]=[CH:4][C:3]=1[C:9]1[C:10]2[CH2:22][N:21]([C:23]([O:25][C:26]([CH3:29])([CH3:28])[CH3:27])=[O:24])[CH2:20][CH2:19][C:11]=2[N:12]=[C:13](S(C)(=O)=O)[N:14]=1.[NH2:30][CH2:31][CH2:32][NH:33][C:34]1[CH:39]=[CH:38][C:37]([C:40]#[N:41])=[CH:36][N:35]=1, predict the reaction product. The product is: [Cl:1][C:2]1[CH:7]=[C:6]([Cl:8])[CH:5]=[CH:4][C:3]=1[C:9]1[C:10]2[CH2:22][N:21]([C:23]([O:25][C:26]([CH3:29])([CH3:28])[CH3:27])=[O:24])[CH2:20][CH2:19][C:11]=2[N:12]=[C:13]([NH:30][CH2:31][CH2:32][NH:33][C:34]2[CH:39]=[CH:38][C:37]([C:40]#[N:41])=[CH:36][N:35]=2)[N:14]=1.